From a dataset of Catalyst prediction with 721,799 reactions and 888 catalyst types from USPTO. Predict which catalyst facilitates the given reaction. (1) Reactant: Cl[C:2]1[CH:7]=[C:6]2[NH:8][C:9](=[O:36])[C:10]3([CH:15](C4C=CC=C(Cl)C=4)[CH2:14][C:13](=[O:23])[N:12](CC(F)=O)[CH:11]3C3C=C(F)C=CC=3C)[C:5]2=[CH:4][CH:3]=1.CN1CCC(N)CC1.CN1CCOCC1. Product: [NH:12]1[C:13](=[O:23])[CH2:14][CH2:15][C:10]2([C:5]3[C:6](=[CH:7][CH:2]=[CH:3][CH:4]=3)[NH:8][C:9]2=[O:36])[CH2:11]1. The catalyst class is: 367. (2) Reactant: [CH3:1][O:2][C:3]([C:5]1[CH:10]=[CH:9][C:8]([C@@H:11]2[CH2:13][C@H:12]2C(O)=O)=[CH:7][CH:6]=1)=[O:4].C1(P(N=[N+]=[N-])(C2C=CC=CC=2)=[O:24])C=CC=CC=1.C([N:36]([CH2:39]C)CC)C.[Cl-].[NH4+].[C:43]([OH:47])([CH3:46])([CH3:45])[CH3:44]. Product: [C:43]([O:47][C:39]([NH:36][C@@H:12]1[CH2:13][C@H:11]1[C:8]1[CH:7]=[CH:6][C:5]([C:3]([O:2][CH3:1])=[O:4])=[CH:10][CH:9]=1)=[O:24])([CH3:46])([CH3:45])[CH3:44]. The catalyst class is: 11. (3) Reactant: [CH2:1]([O:3][C:4](=[O:20])[CH:5]([C:17](=O)[CH3:18])[CH:6]([C:11]1[CH:16]=[CH:15][CH:14]=[CH:13][CH:12]=1)[CH2:7][N+:8]([O-])=O)[CH3:2].[F:21][C:22]1[CH:28]=[CH:27][C:25](N)=[CH:24][CH:23]=1.O. Product: [CH2:1]([O:3][C:4]([C:5]1[C:6]([C:11]2[CH:16]=[CH:15][CH:14]=[CH:13][CH:12]=2)=[CH:7][N:8]([C:25]2[CH:27]=[CH:28][C:22]([F:21])=[CH:23][CH:24]=2)[C:17]=1[CH3:18])=[O:20])[CH3:2]. The catalyst class is: 11. (4) Reactant: [CH3:1][O:2][C:3]1[CH:4]=[CH:5][CH:6]=[C:7]2[C:11]=1[N:10]([CH:12]([C:16]1[CH:17]=[N:18][CH:19]=[CH:20][CH:21]=1)[CH2:13][CH2:14]O)[CH:9]=[CH:8]2.[CH2:22]([N:24](CC)CC)C.CS(Cl)(=O)=O. Product: [CH3:1][O:2][C:3]1[CH:4]=[CH:5][CH:6]=[C:7]2[C:11]=1[N:10]([CH:12]([C:16]1[CH:17]=[N:18][CH:19]=[CH:20][CH:21]=1)[CH2:13][CH2:14][NH:24][CH3:22])[CH:9]=[CH:8]2. The catalyst class is: 4. (5) Reactant: Br[C:2]1[CH:7]=[CH:6][C:5]([S:8]([NH:11][C:12]2[CH:17]=[C:16]([N:18]3[CH2:23][C@H:22]([CH3:24])[NH:21][C@H:20]([CH3:25])[CH2:19]3)[CH:15]=[CH:14][C:13]=2[O:26][CH3:27])(=[O:10])=[O:9])=[CH:4][CH:3]=1.[CH3:28][O:29][CH2:30][C:31]1[CH:32]=[C:33](B(O)O)[CH:34]=[CH:35][CH:36]=1.CC(C)([O-])C.[K+]. Product: [CH3:25][C@H:20]1[NH:21][C@@H:22]([CH3:24])[CH2:23][N:18]([C:16]2[CH:15]=[CH:14][C:13]([O:26][CH3:27])=[C:12]([NH:11][S:8]([C:5]3[CH:6]=[CH:7][C:2]([C:35]4[CH:34]=[CH:33][CH:32]=[C:31]([CH2:30][O:29][CH3:28])[CH:36]=4)=[CH:3][CH:4]=3)(=[O:10])=[O:9])[CH:17]=2)[CH2:19]1. The catalyst class is: 108. (6) Reactant: [C:1]([Mg]Cl)([CH3:4])([CH3:3])[CH3:2].[Br:7][C:8]1[CH:15]=[CH:14][C:11]([CH:12]=[O:13])=[CH:10][CH:9]=1.[Cl-].[NH4+]. Product: [Br:7][C:8]1[CH:15]=[CH:14][C:11]([CH:12]([OH:13])[C:1]([CH3:4])([CH3:3])[CH3:2])=[CH:10][CH:9]=1. The catalyst class is: 7.